Dataset: Reaction yield outcomes from USPTO patents with 853,638 reactions. Task: Predict the reaction yield, written as a fraction of the theoretical maximum amount of product (1.0 means a 100% yield; for example, 0.34 means a 34% yield). (1) The reactants are Br[C:2]1[N:7]2[N:8]=[C:9]([NH2:11])[N:10]=[C:6]2[CH:5]=[CH:4][CH:3]=1.[C:12]([O:15][CH2:16][CH3:17])(=O)C. The catalyst is C(#N)C.C(=O)([O-])[O-].[Na+].[Na+].Cl[Pd](Cl)([P](C1C=CC=CC=1)(C1C=CC=CC=1)C1C=CC=CC=1)[P](C1C=CC=CC=1)(C1C=CC=CC=1)C1C=CC=CC=1. The product is [CH3:12][O:15][C:16]1[CH:17]=[CH:5][C:4]([C:2]2[N:7]3[N:8]=[C:9]([NH2:11])[N:10]=[C:6]3[CH:5]=[CH:4][CH:3]=2)=[CH:3][CH:2]=1. The yield is 0.830. (2) The reactants are C(NC(C)C)(C)C.C([Li])CCC.[CH3:13][O:14][C:15](=[O:26])[CH2:16][C:17]1[CH:22]=[CH:21][C:20]([S:23][CH3:24])=[C:19]([Br:25])[CH:18]=1.I[CH2:28][CH:29]1[CH2:33][CH2:32][CH2:31][CH2:30]1. The catalyst is O1CCCC1.CN1CCCN(C)C1=O. The product is [CH3:13][O:14][C:15](=[O:26])[CH:16]([C:17]1[CH:22]=[CH:21][C:20]([S:23][CH3:24])=[C:19]([Br:25])[CH:18]=1)[CH2:28][CH:29]1[CH2:33][CH2:32][CH2:31][CH2:30]1. The yield is 0.830.